Dataset: Experimentally validated miRNA-target interactions with 360,000+ pairs, plus equal number of negative samples. Task: Binary Classification. Given a miRNA mature sequence and a target amino acid sequence, predict their likelihood of interaction. (1) The miRNA is mmu-miR-466m-3p with sequence UACAUACACACAUACACACGCA. The protein sequence of the target gene is MSSKMVISEPGLNWDISPKNGLKTFFSRENYKDHSMAPSLKELRVLSNRRIGENLNASASSVENEPAVSSATQAKEKVKTTIGMVLLPKPRVPYPRFSRFSQREQRSYVDLLVKYAKIPANSKAVGINKNDYLQYLDMKKHVNEEVTEFLKFLQNSAKKCAQDYNMLSDDARLFTEKILRACIEQVKKYSEFYTLHEVTSLMGFFPFRVEMGLKLEKTLLALGSVKYVKTVFPSMPIKLQLSKDDIATIETSEQTAEAMHYDISKDPNAEKLVSRYHPQIALTSQSLFTLLNNHGPTYKE.... Result: 0 (no interaction). (2) Result: 0 (no interaction). The protein sequence of the target gene is MDLNRIIQALKGTIDPKLRIAAENELNQSYKIINFAPSLLRIIVSDHVEFPVRQAAAIYLKNMVTQYWPDREPPPGEAIFPFNIHENDRQQIRDNIVEGIIRSPDLVRVQLTMCLRAIIKHDFPGHWPGVVDKIDYYLQSQSSASWLGSLLCLYQLVKTYEYKKAEEREPLIIAMQIFLPRIQQQIVQLLPDSSYYSVLLQKQILKIFYALVQYALPLQLVNNQTMTTWMEIFRTIIDRTVPPETLHIDEDDRPELVWWKCKKWALHIVARLFERYGSPGNVTKEYFEFSEFFLKTYAVG.... The miRNA is hsa-miR-596 with sequence AAGCCUGCCCGGCUCCUCGGG. (3) The miRNA is hsa-miR-1269a with sequence CUGGACUGAGCCGUGCUACUGG. Result: 0 (no interaction). The protein sequence of the target gene is MVAGWLTNYSQDSVTFEDVAVDFTQEEWTLLDQTQRNLYRDVMLENYKNLVAVDWESHINTKWSAPQQNFLQGKTSSVVEMERNHFGEELFDFNQCEKALSEHSCLKTHRRTYFRKKTCECNQCEKAFRKPSIFTLHKKTDIGEELPNCNQCETAFSQHLHLVCKKTSQNLHLVCKKTHTQEKPYKCSDCEKGLPSSSHLRECVRIYGGERPYTHKEYVETFSHSTALFVHMQTQDGEKFYECKACGKPFTESSYLTQHLRTHSRVLPIEHKKFGKAFAFSPDLAKHIRLRTRGKHYVCN.... (4) The miRNA is hsa-miR-7155-5p with sequence UCUGGGGUCUUGGGCCAUC. The protein sequence of the target gene is MRFRFCGDLDCPDWVLAEISTLAKMSSVKLRLLCSQVLKELLGQGIDYEKILKLTADAKFESGDVKATVAVLSFILSSAAKHSVDGESLSSELQQLGLPKEHAASLCRCYEEKQSPLQKHLRVCSLRMNRLAGVGWRVDYTLSSSLLQSVEEPMVHLRLEVAAAPGTPAQPVAMSLSADKFQVLLAELKQAQTLMSSLG. Result: 0 (no interaction).